From a dataset of Full USPTO retrosynthesis dataset with 1.9M reactions from patents (1976-2016). Predict the reactants needed to synthesize the given product. (1) Given the product [N:1]1[CH:6]=[CH:5][CH:4]=[CH:3][C:2]=1[N:7]1[CH2:12][CH2:11][N:10]([C:13]2[CH:23]=[CH:22][C:16]([C:17]([NH:25][NH2:26])=[O:18])=[CH:15][CH:14]=2)[CH2:9][CH2:8]1, predict the reactants needed to synthesize it. The reactants are: [N:1]1[CH:6]=[CH:5][CH:4]=[CH:3][C:2]=1[N:7]1[CH2:12][CH2:11][N:10]([C:13]2[CH:23]=[CH:22][C:16]([C:17](OCC)=[O:18])=[CH:15][CH:14]=2)[CH2:9][CH2:8]1.O.[NH2:25][NH2:26].O. (2) Given the product [Br:12][C:8]1[C:7]([O:13][CH3:14])=[C:6]([CH2:5][OH:4])[CH:11]=[CH:10][CH:9]=1, predict the reactants needed to synthesize it. The reactants are: [Li+].[BH4-].C[O:4][C:5](=O)[C:6]1[CH:11]=[CH:10][CH:9]=[C:8]([Br:12])[C:7]=1[O:13][CH3:14].CO. (3) Given the product [N:14]1([C:2]2[CH:3]=[CH:4][C:5]([N+:11]([O-:13])=[O:12])=[C:6]([CH:10]=2)[C:7]([NH2:9])=[O:8])[CH2:19][CH2:18][O:17][CH2:16][CH2:15]1, predict the reactants needed to synthesize it. The reactants are: Cl[C:2]1[CH:3]=[CH:4][C:5]([N+:11]([O-:13])=[O:12])=[C:6]([CH:10]=1)[C:7]([NH2:9])=[O:8].[NH:14]1[CH2:19][CH2:18][O:17][CH2:16][CH2:15]1.C([O-])([O-])=O.[K+].[K+].O. (4) Given the product [CH3:1][O:2][C:3]([N:5]1[C@H:13]2[C@H:8]([C@:9]([O:23][C:33](=[O:34])[C@@H:32]([N:31]([C:29]([O:28][C:24]([CH3:25])([CH3:27])[CH3:26])=[O:30])[CH3:39])[CH:36]([CH3:38])[CH3:37])([C:14]#[C:15][C:16]3[CH:17]=[C:18]([CH3:22])[CH:19]=[CH:20][CH:21]=3)[CH2:10][CH2:11][CH2:12]2)[CH2:7][CH2:6]1)=[O:4], predict the reactants needed to synthesize it. The reactants are: [CH3:1][O:2][C:3]([N:5]1[C@@H:13]2[C@@H:8]([C@@:9]([OH:23])([C:14]#[C:15][C:16]3[CH:17]=[C:18]([CH3:22])[CH:19]=[CH:20][CH:21]=3)[CH2:10][CH2:11][CH2:12]2)[CH2:7][CH2:6]1)=[O:4].[C:24]([O:28][C:29]([N:31]([CH3:39])[C@@H:32]([CH:36]([CH3:38])[CH3:37])[C:33](O)=[O:34])=[O:30])([CH3:27])([CH3:26])[CH3:25]. (5) Given the product [C:20]([O-:23])(=[O:22])[CH3:21].[F-:24].[F-:24].[F-:24].[CH:14]1([PH+:7]([CH:1]2[CH2:2][CH2:3][CH2:4][CH2:5][CH2:6]2)[CH:8]2[CH2:13][CH2:12][CH2:11][CH2:10][CH2:9]2)[CH2:15][CH2:16][CH2:17][CH2:18][CH2:19]1.[CH:14]1([PH+:7]([CH:1]2[CH2:2][CH2:3][CH2:4][CH2:5][CH2:6]2)[CH:8]2[CH2:13][CH2:12][CH2:11][CH2:10][CH2:9]2)[CH2:15][CH2:16][CH2:17][CH2:18][CH2:19]1.[CH:14]1([PH+:7]([CH:1]2[CH2:2][CH2:3][CH2:4][CH2:5][CH2:6]2)[CH:8]2[CH2:13][CH2:12][CH2:11][CH2:10][CH2:9]2)[CH2:15][CH2:16][CH2:17][CH2:18][CH2:19]1.[CH:14]1([PH+:7]([CH:1]2[CH2:2][CH2:3][CH2:4][CH2:5][CH2:6]2)[CH:8]2[CH2:13][CH2:12][CH2:11][CH2:10][CH2:9]2)[CH2:15][CH2:16][CH2:17][CH2:18][CH2:19]1, predict the reactants needed to synthesize it. The reactants are: [CH:1]1([P:7]([CH:14]2[CH2:19][CH2:18][CH2:17][CH2:16][CH2:15]2)[CH:8]2[CH2:13][CH2:12][CH2:11][CH2:10][CH2:9]2)[CH2:6][CH2:5][CH2:4][CH2:3][CH2:2]1.[C:20]([OH:23])(=[O:22])[CH3:21].[F-:24].[F-].[F-]. (6) The reactants are: [Cl:1][C:2]1[CH:7]=[CH:6][C:5]([C:8]2([C:13]3[CH:14]=[C:15]4[C:20](=[CH:21][CH:22]=3)[NH:19][C:18](=[O:23])[CH:17]=[C:16]4[C:24]3[CH:29]=[CH:28][CH:27]=[C:26]([CH3:30])[CH:25]=3)OCC[O:9]2)=[CH:4][CH:3]=1. Given the product [Cl:1][C:2]1[CH:3]=[CH:4][C:5]([C:8]([C:13]2[CH:14]=[C:15]3[C:20](=[CH:21][CH:22]=2)[NH:19][C:18](=[O:23])[CH:17]=[C:16]3[C:24]2[CH:29]=[CH:28][CH:27]=[C:26]([CH3:30])[CH:25]=2)=[O:9])=[CH:6][CH:7]=1, predict the reactants needed to synthesize it.